Dataset: Forward reaction prediction with 1.9M reactions from USPTO patents (1976-2016). Task: Predict the product of the given reaction. Given the reactants F[C:2]1[C:11]([N:12]2[CH2:17][CH2:16][NH:15][CH2:14][CH2:13]2)=CC2NC=C3C(=O)N(C4C=CC=CC=4)N=C3C=2C=1.F[C:29]1[C:30]([F:49])=[CH:31][C:32]2[C:33]3[C:34]([C:39](=[O:48])[N:40]([C:42]4[CH:47]=[CH:46][CH:45]=[CH:44][CH:43]=4)[N:41]=3)=[CH:35][NH:36][C:37]=2[CH:38]=1.CN1CCCNCC1, predict the reaction product. The product is: [F:49][C:30]1[C:29]([N:15]2[CH2:14][CH2:2][CH2:11][N:12]([CH3:13])[CH2:17][CH2:16]2)=[CH:38][C:37]2[NH:36][CH:35]=[C:34]3[C:39](=[O:48])[N:40]([C:42]4[CH:47]=[CH:46][CH:45]=[CH:44][CH:43]=4)[N:41]=[C:33]3[C:32]=2[CH:31]=1.